This data is from Full USPTO retrosynthesis dataset with 1.9M reactions from patents (1976-2016). The task is: Predict the reactants needed to synthesize the given product. (1) Given the product [CH:30]1([C:28]([NH:27][C@@H:26]2[C@H:22]3[O:21][CH2:20][C@H:19]([NH:18][C:10](=[O:12])[C:9]4[CH:13]=[CH:14][CH:15]=[CH:16][C:8]=4[O:7][C:2]4[CH:3]=[CH:4][CH:5]=[CH:6][C:1]=4[CH3:17])[C@H:23]3[O:24][CH2:25]2)=[O:29])[CH2:31][CH2:32]1, predict the reactants needed to synthesize it. The reactants are: [C:1]1([CH3:17])[CH:6]=[CH:5][CH:4]=[CH:3][C:2]=1[O:7][C:8]1[CH:16]=[CH:15][CH:14]=[CH:13][C:9]=1[C:10]([OH:12])=O.[NH2:18][C@@H:19]1[C@H:23]2[O:24][CH2:25][C@H:26]([NH:27][C:28]([CH:30]3[CH2:32][CH2:31]3)=[O:29])[C@H:22]2[O:21][CH2:20]1. (2) Given the product [CH2:30]([N:27]1[CH2:28][CH2:29][CH:24]([NH:7][CH2:8][C:9]2[N:10]=[C:11]([CH2:22][OH:23])[NH:12][CH:13]=2)[CH2:25][CH2:26]1)[C:31]1[CH:32]=[CH:33][CH:34]=[CH:35][CH:36]=1, predict the reactants needed to synthesize it. The reactants are: C(OC(=O)[N:7]([CH:24]1[CH2:29][CH2:28][N:27]([CH2:30][C:31]2[CH:36]=[CH:35][CH:34]=[CH:33][CH:32]=2)[CH2:26][CH2:25]1)[CH2:8][C:9]1[N:10]=[C:11]([CH2:22][OH:23])[N:12](COCC[Si](C)(C)C)[CH:13]=1)(C)(C)C.O.C(=O)([O-])O.[Na+]. (3) Given the product [NH:1]1[C:9]2[C:4](=[CH:5][C:6]([NH:10][C:11]3[C:12]4[C:19]5[CH2:20][CH2:21][CH:22]([CH2:24][OH:25])[CH2:23][C:18]=5[S:17][C:13]=4[N:14]=[CH:15][N:16]=3)=[CH:7][CH:8]=2)[CH:3]=[N:2]1, predict the reactants needed to synthesize it. The reactants are: [NH:1]1[C:9]2[C:4](=[CH:5][C:6]([NH:10][C:11]3[C:12]4[C:19]5[CH2:20][CH2:21][CH:22]([C:24](OCC)=[O:25])[CH2:23][C:18]=5[S:17][C:13]=4[N:14]=[CH:15][N:16]=3)=[CH:7][CH:8]=2)[CH:3]=[N:2]1.C([AlH]CC(C)C)C(C)C.[Cl-].[NH4+]. (4) Given the product [C:10]([C:9]1[CH:12]=[CH:13][C:6]([O:5][C:4]2[CH:14]=[CH:15][C:16]([I:18])=[CH:17][C:3]=2[CH:1]=[N:40][C:38]([O:47][Si:20]([CH3:27])([CH3:26])[CH3:19])=[CH2:39])=[CH:7][CH:8]=1)#[N:11], predict the reactants needed to synthesize it. The reactants are: [CH:1]([C:3]1[CH:17]=[C:16]([I:18])[CH:15]=[CH:14][C:4]=1[O:5][C:6]1[CH:13]=[CH:12][C:9]([C:10]#[N:11])=[CH:8][CH:7]=1)=O.[CH3:19][Si:20]([CH3:27])([CH3:26])N[Si:20]([CH3:27])([CH3:26])[CH3:19].C([Li])CCC.C[Si](Cl)(C)C.[CH2:38]([N:40](CC)CC)[CH3:39].C(Cl)(=[O:47])C. (5) Given the product [CH3:1][C:2]1[CH:3]=[CH:4][C:5]([CH2:6][N:7]2[C:12](=[N:13][C:14]3[CH:19]=[CH:18][C:17]([O:20][CH:21]([CH3:22])[CH3:23])=[C:16]([CH2:24][CH3:25])[CH:15]=3)[NH:11][C:10](=[O:26])[N:9]([CH2:27][C@@H:28]([C:30]([OH:32])=[O:31])[CH3:29])[C:8]2=[O:34])=[CH:35][CH:36]=1, predict the reactants needed to synthesize it. The reactants are: [CH3:1][C:2]1[CH:36]=[CH:35][C:5]([CH2:6][N:7]2[C:12](=[N:13][C:14]3[CH:19]=[CH:18][C:17]([O:20][CH:21]([CH3:23])[CH3:22])=[C:16]([CH2:24][CH3:25])[CH:15]=3)[NH:11][C:10](=[O:26])[N:9]([CH2:27][C@@H:28]([C:30]([O:32]C)=[O:31])[CH3:29])[C:8]2=[O:34])=[CH:4][CH:3]=1.CO.[OH-].[Li+].C(O)(=O)CC(CC(O)=O)(C(O)=O)O. (6) Given the product [C@H:3]12[CH2:4][C@H:5]([CH2:1][CH2:2]1)[CH2:6][C@H:7]2[NH:8][C:10]1[N:18]=[CH:17][CH:16]=[CH:15][C:11]=1[C:12]([OH:14])=[O:13], predict the reactants needed to synthesize it. The reactants are: [CH2:1]1[CH:5]2[CH2:6][CH:7]([NH2:8])[CH:3]([CH2:4]2)[CH2:2]1.Cl[C:10]1[N:18]=[CH:17][CH:16]=[CH:15][C:11]=1[C:12]([OH:14])=[O:13]. (7) Given the product [Cl:1][C:2]1[CH:3]=[C:4]2[NH:22][C:21]([O:23][C@@H:24]3[CH2:25][O:26][C@@H:27]4[C:31](=[O:32])[CH2:30][O:29][C@H:28]34)=[N:20][C:5]2=[N:6][C:7]=1[C:8]1[CH:13]=[CH:12][C:11]([C:14]2[CH:15]=[CH:16][CH:17]=[CH:18][CH:19]=2)=[CH:10][CH:9]=1, predict the reactants needed to synthesize it. The reactants are: [Cl:1][C:2]1[CH:3]=[C:4]2[NH:22][C:21]([O:23][C@H:24]3[C@H:28]4[O:29][CH2:30][C@@H:31]([OH:32])[C@H:27]4[O:26][CH2:25]3)=[N:20][C:5]2=[N:6][C:7]=1[C:8]1[CH:13]=[CH:12][C:11]([C:14]2[CH:19]=[CH:18][CH:17]=[CH:16][CH:15]=2)=[CH:10][CH:9]=1.CC(OI1(OC(C)=O)(OC(C)=O)OC(=O)C2C=CC=CC1=2)=O.S([O-])([O-])(=O)=S.[Na+].[Na+].[OH-].[Na+].C([O-])(O)=O.[Na+]. (8) Given the product [CH3:3][CH:2]([OH:10])[CH2:1][OH:7].[CH3:3][C:4]([OH:6])=[O:5].[CH3:8][OH:10].[CH2:13]([C:12]([OH:11])=[O:14])[CH2:3][C:4]([OH:6])=[O:5], predict the reactants needed to synthesize it. The reactants are: [C:1]1(=[O:7])[O:6][C:4](=[O:5])[CH2:3][CH2:2]1.[C:8]([O:11][C:12](=[O:14])[CH3:13])(=[O:10])C.